Dataset: Peptide-MHC class I binding affinity with 185,985 pairs from IEDB/IMGT. Task: Regression. Given a peptide amino acid sequence and an MHC pseudo amino acid sequence, predict their binding affinity value. This is MHC class I binding data. (1) The binding affinity (normalized) is 0.208. The MHC is HLA-B15:01 with pseudo-sequence HLA-B15:01. The peptide sequence is YIILFILFF. (2) The peptide sequence is AYDHGNVIL. The MHC is HLA-B57:01 with pseudo-sequence HLA-B57:01. The binding affinity (normalized) is 0.0847. (3) The peptide sequence is DTIVSRSSR. The MHC is HLA-A31:01 with pseudo-sequence HLA-A31:01. The binding affinity (normalized) is 0.330. (4) The peptide sequence is DWSGYSGSF. The MHC is HLA-B18:01 with pseudo-sequence HLA-B18:01. The binding affinity (normalized) is 0.0847. (5) The peptide sequence is QRRQRKRR. The MHC is Mamu-B03 with pseudo-sequence Mamu-B03. The binding affinity (normalized) is 0.357. (6) The peptide sequence is PEGPLGQLL. The binding affinity (normalized) is 0.213. The MHC is HLA-A66:01 with pseudo-sequence HLA-A66:01. (7) The peptide sequence is FLQQRKPPL. The MHC is HLA-B51:01 with pseudo-sequence HLA-B51:01. The binding affinity (normalized) is 0.0847.